From a dataset of Catalyst prediction with 721,799 reactions and 888 catalyst types from USPTO. Predict which catalyst facilitates the given reaction. (1) Reactant: [F:1][C:2]1[CH:7]=[C:6]([F:8])[CH:5]=[CH:4][C:3]=1[C:9]1[CH:20]=[C:13]([C:14]([O:16][CH2:17][CH2:18][CH3:19])=[O:15])[C:12]([OH:21])=[CH:11][CH:10]=1.Cl[C:23]1[C:32]2[C:27](=[CH:28][C:29]([O:35][CH3:36])=[C:30]([O:33][CH3:34])[CH:31]=2)[N:26]=[CH:25][CH:24]=1. Product: [CH3:34][O:33][C:30]1[CH:31]=[C:32]2[C:27](=[CH:28][C:29]=1[O:35][CH3:36])[N:26]=[CH:25][CH:24]=[C:23]2[O:21][C:12]1[CH:11]=[CH:10][C:9]([C:3]2[CH:4]=[CH:5][C:6]([F:8])=[CH:7][C:2]=2[F:1])=[CH:20][C:13]=1[C:14]([O:16][CH2:17][CH2:18][CH3:19])=[O:15]. The catalyst class is: 420. (2) Reactant: [NH2:1]C1SC(C)=NN=1.C(O[C:13]1[C:21](OC)=[CH:20][C:16]([C:17](O)=[O:18])=[CH:15][C:14]=1OC)CCC.C(N(C(C)C)CC)(C)C.C[NH3+].F[P-](F)(F)(F)(F)F.N1(OC(N(C)C)=[N+](C)C)C2N=CC=CC=2N=N1.F[P-](F)(F)(F)(F)F. Product: [C:17]([NH2:1])(=[O:18])[C:16]1[CH:20]=[CH:21][CH:13]=[CH:14][CH:15]=1. The catalyst class is: 3. (3) Reactant: [NH2:1][C:2]1[S:3][C:4]([CH2:7][CH2:8][NH:9][C:10]2[C:15]([C:16]#[N:17])=[CH:14][N:13]=[C:12]3[CH:18]=[CH:19][S:20][C:11]=23)=[CH:5][N:6]=1.[Cl:21][C:22]1[CH:23]=[C:24]([N:28]=[C:29]=[O:30])[CH:25]=[CH:26][CH:27]=1. Product: [Cl:21][C:22]1[CH:23]=[C:24]([NH:28][C:29]([NH:1][C:2]2[S:3][C:4]([CH2:7][CH2:8][NH:9][C:10]3[C:15]([C:16]#[N:17])=[CH:14][N:13]=[C:12]4[CH:18]=[CH:19][S:20][C:11]=34)=[CH:5][N:6]=2)=[O:30])[CH:25]=[CH:26][CH:27]=1. The catalyst class is: 4. (4) Reactant: [CH3:1][O:2][CH2:3][CH2:4][CH2:5][CH2:6][N:7]1[C:15]2[C:10](=[CH:11][CH:12]=[C:13]([C:16]([O:18]C)=[O:17])[CH:14]=2)[C:9]([CH3:21])([CH3:20])[C:8]1=[O:22].[OH-].[Na+].CO. Product: [CH3:1][O:2][CH2:3][CH2:4][CH2:5][CH2:6][N:7]1[C:15]2[C:10](=[CH:11][CH:12]=[C:13]([C:16]([OH:18])=[O:17])[CH:14]=2)[C:9]([CH3:20])([CH3:21])[C:8]1=[O:22]. The catalyst class is: 1. (5) Reactant: [N:1]1([C:7]2[N:15]=[C:14]3[C:10]([N:11]=[CH:12][N:13]3[CH2:16][C:17]3[CH:22]=[CH:21][C:20]([N+:23]([O-])=O)=[CH:19][CH:18]=3)=[C:9]([C:26]3[CH:27]=[C:28]([OH:32])[CH:29]=[CH:30][CH:31]=3)[N:8]=2)[CH2:6][CH2:5][O:4][CH2:3][CH2:2]1.[Sn](Cl)Cl. Product: [NH2:23][C:20]1[CH:19]=[CH:18][C:17]([CH2:16][N:13]2[CH:12]=[N:11][C:10]3[C:14]2=[N:15][C:7]([N:1]2[CH2:2][CH2:3][O:4][CH2:5][CH2:6]2)=[N:8][C:9]=3[C:26]2[CH:27]=[C:28]([OH:32])[CH:29]=[CH:30][CH:31]=2)=[CH:22][CH:21]=1. The catalyst class is: 130. (6) Reactant: C[O:2][C:3](=[O:43])[CH:4]([C:26]1[C:34]2[C:29](=[CH:30][CH:31]=[CH:32][CH:33]=2)[N:28]([CH2:35][O:36][CH2:37][CH2:38][Si:39]([CH3:42])([CH3:41])[CH3:40])[CH:27]=1)[CH2:5][C:6]1[CH:10]=[C:9]([C:11]2[CH:16]=[CH:15][C:14]([CH3:17])=[CH:13][CH:12]=2)[N:8]([C:18]2[CH:23]=[CH:22][C:21]([O:24][CH3:25])=[CH:20][CH:19]=2)[N:7]=1.[OH-].[Li+].C1COCC1.O. Product: [CH3:25][O:24][C:21]1[CH:20]=[CH:19][C:18]([N:8]2[C:9]([C:11]3[CH:16]=[CH:15][C:14]([CH3:17])=[CH:13][CH:12]=3)=[CH:10][C:6]([CH2:5][CH:4]([C:26]3[C:34]4[C:29](=[CH:30][CH:31]=[CH:32][CH:33]=4)[N:28]([CH2:35][O:36][CH2:37][CH2:38][Si:39]([CH3:42])([CH3:41])[CH3:40])[CH:27]=3)[C:3]([OH:43])=[O:2])=[N:7]2)=[CH:23][CH:22]=1. The catalyst class is: 5. (7) Reactant: [Cl:1][C:2]1[CH:17]=[CH:16][CH:15]=[CH:14][C:3]=1[C:4]([NH:6][NH:7][C:8]([NH:10][CH:11]1[CH2:13][CH2:12]1)=[O:9])=O.Cl. Product: [Cl:1][C:2]1[CH:17]=[CH:16][CH:15]=[CH:14][C:3]=1[C:4]1[N:10]([CH:11]2[CH2:13][CH2:12]2)[C:8](=[O:9])[NH:7][N:6]=1. The catalyst class is: 74. (8) Reactant: [CH2:1]([N:8]1[CH2:13][CH:12]2[CH:14]([CH2:15][OH:16])[CH:9]1[CH2:10][CH2:11]2)[C:2]1[CH:7]=[CH:6][CH:5]=[CH:4][CH:3]=1.[N:17]([C:20]1[CH:21]=[C:22]([CH:28]=[CH:29][CH:30]=1)[C:23]([O:25][CH2:26][CH3:27])=[O:24])=[C:18]=[O:19]. Product: [CH2:1]([N:8]1[CH2:13][CH:12]2[CH:14]([CH2:15][O:16][C:18]([NH:17][C:20]3[CH:21]=[C:22]([CH:28]=[CH:29][CH:30]=3)[C:23]([O:25][CH2:26][CH3:27])=[O:24])=[O:19])[CH:9]1[CH2:10][CH2:11]2)[C:2]1[CH:3]=[CH:4][CH:5]=[CH:6][CH:7]=1. The catalyst class is: 1.